This data is from Forward reaction prediction with 1.9M reactions from USPTO patents (1976-2016). The task is: Predict the product of the given reaction. (1) Given the reactants [H-].[Na+].[Br:3][C:4]1[CH:9]=[C:8]([F:10])[CH:7]=[CH:6][C:5]=1[CH2:11][C:12]#N.[CH3:14]I.C[N:17]([CH3:20])C=O, predict the reaction product. The product is: [Br:3][C:4]1[CH:9]=[C:8]([F:10])[CH:7]=[CH:6][C:5]=1[C:11]([CH3:12])([CH3:14])[C:20]#[N:17]. (2) Given the reactants [Br:1][C:2]1[CH:3]=[C:4]([CH:8]=[CH:9][C:10](=O)[C:11]([F:17])([F:16])[C:12]([F:15])([F:14])[F:13])[CH:5]=[CH:6][CH:7]=1.Cl.[F:20][C:21]1[CH:26]=[C:25]([F:27])[CH:24]=[CH:23][C:22]=1[NH:28][NH2:29].Cl, predict the reaction product. The product is: [Br:1][C:2]1[CH:3]=[C:4]([CH:8]2[N:28]([C:22]3[CH:23]=[CH:24][C:25]([F:27])=[CH:26][C:21]=3[F:20])[N:29]=[C:10]([C:11]([F:17])([F:16])[C:12]([F:15])([F:14])[F:13])[CH2:9]2)[CH:5]=[CH:6][CH:7]=1. (3) Given the reactants [C:1]([C:3]1[CH:8]=[CH:7][C:6]([C:9]2[C:10]([C:15]#[N:16])=[CH:11][NH:12][C:13]=2[CH3:14])=[CH:5][CH:4]=1)#[N:2].[I:17]N1C(=O)CCC1=O.[Cl-].[Na+], predict the reaction product. The product is: [C:1]([C:3]1[CH:4]=[CH:5][C:6]([C:9]2[C:10]([C:15]#[N:16])=[C:11]([I:17])[NH:12][C:13]=2[CH3:14])=[CH:7][CH:8]=1)#[N:2].